Dataset: hERG potassium channel inhibition data for cardiac toxicity prediction from Karim et al.. Task: Regression/Classification. Given a drug SMILES string, predict its toxicity properties. Task type varies by dataset: regression for continuous values (e.g., LD50, hERG inhibition percentage) or binary classification for toxic/non-toxic outcomes (e.g., AMES mutagenicity, cardiotoxicity, hepatotoxicity). Dataset: herg_karim. (1) The compound is COc1cc(F)ccc1-c1cc(CNC2CCCC2)ccn1. The result is 1 (blocker). (2) The molecule is CNC(C)(C)C(=O)N1CCN(C(=O)c2cc(Cc3c[nH]c(=O)c4cc(Cl)c(Cl)n34)ccc2F)CC1. The result is 0 (non-blocker). (3) The result is 1 (blocker). The molecule is O=C(O)Cc1ccc(-n2cc(C3CCN(CCN4CCNC4=O)CC3)c3cc(Cl)ccc32)cc1. (4) The result is 0 (non-blocker). The drug is COc1cc(N2CCC(N3CCN(C)CC3)CC2)ccc1Nc1ncnc(Nc2ccccc2S(=O)(=O)C(C)C)n1. (5) The compound is COc1ccc2nccc(NC(=O)[C@]3(O)CC[C@@H](NCc4cc5c(cn4)OCCO5)CC3)c2c1. The result is 0 (non-blocker). (6) The drug is Cc1cnc(NC(=O)c2cc(Oc3ccc(C(=O)N(C)C)cc3)c3cc(C)oc3c2)cn1. The result is 0 (non-blocker).